Dataset: NCI-60 drug combinations with 297,098 pairs across 59 cell lines. Task: Regression. Given two drug SMILES strings and cell line genomic features, predict the synergy score measuring deviation from expected non-interaction effect. (1) Drug 1: CC1=C2C(C(=O)C3(C(CC4C(C3C(C(C2(C)C)(CC1OC(=O)C(C(C5=CC=CC=C5)NC(=O)OC(C)(C)C)O)O)OC(=O)C6=CC=CC=C6)(CO4)OC(=O)C)OC)C)OC. Drug 2: CCC1(CC2CC(C3=C(CCN(C2)C1)C4=CC=CC=C4N3)(C5=C(C=C6C(=C5)C78CCN9C7C(C=CC9)(C(C(C8N6C)(C(=O)OC)O)OC(=O)C)CC)OC)C(=O)OC)O.OS(=O)(=O)O. Cell line: UACC-257. Synergy scores: CSS=38.8, Synergy_ZIP=1.92, Synergy_Bliss=-0.947, Synergy_Loewe=2.64, Synergy_HSA=2.90. (2) Drug 1: C1CCC(CC1)NC(=O)N(CCCl)N=O. Drug 2: C1=NC(=NC(=O)N1C2C(C(C(O2)CO)O)O)N. Cell line: SF-295. Synergy scores: CSS=37.9, Synergy_ZIP=-4.15, Synergy_Bliss=-0.494, Synergy_Loewe=1.80, Synergy_HSA=1.40. (3) Drug 1: C1CCC(C1)C(CC#N)N2C=C(C=N2)C3=C4C=CNC4=NC=N3. Drug 2: C(CC(=O)O)C(=O)CN.Cl. Cell line: SNB-75. Synergy scores: CSS=3.22, Synergy_ZIP=-0.523, Synergy_Bliss=-0.375, Synergy_Loewe=-3.37, Synergy_HSA=-3.86. (4) Drug 1: CC1=C2C(C(=O)C3(C(CC4C(C3C(C(C2(C)C)(CC1OC(=O)C(C(C5=CC=CC=C5)NC(=O)OC(C)(C)C)O)O)OC(=O)C6=CC=CC=C6)(CO4)OC(=O)C)OC)C)OC. Drug 2: CNC(=O)C1=CC=CC=C1SC2=CC3=C(C=C2)C(=NN3)C=CC4=CC=CC=N4. Cell line: OVCAR-5. Synergy scores: CSS=37.5, Synergy_ZIP=1.20, Synergy_Bliss=-0.736, Synergy_Loewe=-31.4, Synergy_HSA=-1.48. (5) Drug 1: C1CCC(CC1)NC(=O)N(CCCl)N=O. Drug 2: C1CC(C1)(C(=O)O)C(=O)O.[NH2-].[NH2-].[Pt+2]. Cell line: SF-268. Synergy scores: CSS=36.3, Synergy_ZIP=-1.30, Synergy_Bliss=-0.142, Synergy_Loewe=-5.51, Synergy_HSA=2.54. (6) Drug 1: CCN(CC)CCCC(C)NC1=C2C=C(C=CC2=NC3=C1C=CC(=C3)Cl)OC. Drug 2: N.N.Cl[Pt+2]Cl. Cell line: SNB-19. Synergy scores: CSS=52.4, Synergy_ZIP=-1.52, Synergy_Bliss=2.32, Synergy_Loewe=-5.76, Synergy_HSA=-0.751. (7) Drug 1: C1CCC(CC1)NC(=O)N(CCCl)N=O. Drug 2: CC(C1=C(C=CC(=C1Cl)F)Cl)OC2=C(N=CC(=C2)C3=CN(N=C3)C4CCNCC4)N. Cell line: SR. Synergy scores: CSS=70.7, Synergy_ZIP=1.08, Synergy_Bliss=-0.465, Synergy_Loewe=-2.62, Synergy_HSA=2.20.